The task is: Predict the reaction yield, written as a fraction of the theoretical maximum amount of product (1.0 means a 100% yield; for example, 0.34 means a 34% yield).. This data is from Reaction yield outcomes from USPTO patents with 853,638 reactions. The reactants are [Cl:1][C:2]1[CH:7]=[CH:6][C:5]([N+:8]([O-:10])=[O:9])=[CH:4][C:3]=1[SH:11].[Cl:12][C:13]([CH2:15]Cl)=[CH2:14].C([O-])([O-])=O.[K+].[K+].CCOC(C)=O. The catalyst is CN(C=O)C.O. The product is [Cl:1][C:2]1[CH:7]=[CH:6][C:5]([N+:8]([O-:10])=[O:9])=[CH:4][C:3]=1[S:11][CH2:15][C:13]([Cl:12])=[CH2:14]. The yield is 0.890.